Dataset: Forward reaction prediction with 1.9M reactions from USPTO patents (1976-2016). Task: Predict the product of the given reaction. Given the reactants [CH3:1][C@H:2]1[CH2:7][NH:6][C@H:5]([CH3:8])[CH2:4][N:3]1[C@H:9]([C:17]1[CH:21]=[CH:20][S:19][CH:18]=1)[C:10]1[CH:11]=[C:12]([OH:16])[CH:13]=[CH:14][CH:15]=1.[Cl:22][C:23]1[CH:30]=[CH:29][C:26]([CH:27]=O)=[CH:25][CH:24]=1.C(O)(=O)C.C(O[BH-](OC(=O)C)OC(=O)C)(=O)C.[Na+], predict the reaction product. The product is: [Cl:22][C:23]1[CH:30]=[CH:29][C:26]([CH2:27][N:6]2[C@H:5]([CH3:8])[CH2:4][N:3]([C@H:9]([C:17]3[CH:21]=[CH:20][S:19][CH:18]=3)[C:10]3[CH:11]=[C:12]([OH:16])[CH:13]=[CH:14][CH:15]=3)[C@@H:2]([CH3:1])[CH2:7]2)=[CH:25][CH:24]=1.